Dataset: Experimentally validated miRNA-target interactions with 360,000+ pairs, plus equal number of negative samples. Task: Binary Classification. Given a miRNA mature sequence and a target amino acid sequence, predict their likelihood of interaction. (1) The miRNA is hsa-miR-622 with sequence ACAGUCUGCUGAGGUUGGAGC. The protein sequence of the target gene is MWLYLAAFVGLYYLLHWYRERQVVSHLQDKYVFITGCDSGFGNLLARQLDARGLRVLAACLTEKGAEQLRGQTSDRLETVTLDVTKMESIAAATQWVKEHVGDRGLWGLVNNAGILTPITLCEWLNTEDSMNMLKVNLIGVIQVTLSMLPLVRRARGRIVNVSSILGRVAFFVGGYCVSKYGVEAFSDILRREIQHFGVKISIVEPGYFRTGMTNMTQSLERMKQSWKEAPKHIKETYGQQYFDALYNIMKEGLLNCSTNLNLVTDCMEHALTSVHPRTRYSAGWDAKFFFIPLSYLPTS.... Result: 0 (no interaction). (2) The miRNA is cel-miR-35-3p with sequence UCACCGGGUGGAAACUAGCAGU. The protein sequence of the target gene is MSQHKFLFTSESVSEGHPDKMCDQISDAVLDAHLAQDPHAKVACETVTKTGMIMLCGEITSKAVVDYQVLVRNVIKKIGYDDSSKGFDYKTCNVLVALEQQSPEIAAGVHVDKDSDDVGAGDQGIMFGYATDETEEAMPLTLLLSHKLNRKLHELRRSGELEWVRPDSKTQVTIEYASEGGACVPLRVHTVVISTQHSPDISLDDLRKELIEKVIKAVIPANLIDDKTIYHLNPCGSFIIGGPMGDAGLTGRKIIVDTYGGWGAHGGGAFSGKDPTKVDRSAAYAARWVAKSLVKSGLCR.... Result: 1 (interaction).